Dataset: Reaction yield outcomes from USPTO patents with 853,638 reactions. Task: Predict the reaction yield, written as a fraction of the theoretical maximum amount of product (1.0 means a 100% yield; for example, 0.34 means a 34% yield). (1) The reactants are [CH3:1][C:2]1[C:7](B2OC(C)(C)C(C)(C)O2)=[CH:6][CH:5]=[CH:4][C:3]=1[N:17]1[CH:21]=[CH:20][N:19]([C:22]2[CH:27]=[CH:26][C:25]([CH3:28])=[CH:24][CH:23]=2)[C:18]1=[O:29].Cl[C:31]1[CH:36]=[CH:35][N:34]=[C:33]([NH2:37])[C:32]=1[N+:38]([O-:40])=[O:39].C([O-])([O-])=O.[Cs+].[Cs+]. The catalyst is O1CCOCC1.O. The product is [NH2:37][C:33]1[C:32]([N+:38]([O-:40])=[O:39])=[C:31]([C:7]2[C:2]([CH3:1])=[C:3]([N:17]3[CH:21]=[CH:20][N:19]([C:22]4[CH:23]=[CH:24][C:25]([CH3:28])=[CH:26][CH:27]=4)[C:18]3=[O:29])[CH:4]=[CH:5][CH:6]=2)[CH:36]=[CH:35][N:34]=1. The yield is 0.780. (2) The reactants are Br[C:2](=[C:9]1[CH2:14][CH2:13][N:12]([C:15](=[O:31])[C:16]([C:18]2[C:26]3[C:21](=[C:22]([O:29][CH3:30])[N:23]=[CH:24][C:25]=3[O:27][CH3:28])[NH:20][CH:19]=2)=[O:17])[CH2:11][CH2:10]1)[C:3]1[CH:8]=[CH:7][CH:6]=[CH:5][CH:4]=1.[N:32]1[CH:37]=[CH:36][CH:35]=[C:34](B(O)O)[CH:33]=1.C(=O)([O-])[O-].[Na+].[Na+].CCO. The catalyst is COCCOC. The product is [C:3]1([C:2](=[C:9]2[CH2:14][CH2:13][N:12]([C:15](=[O:31])[C:16]([C:18]3[C:26]4[C:21](=[C:22]([O:29][CH3:30])[N:23]=[CH:24][C:25]=4[O:27][CH3:28])[NH:20][CH:19]=3)=[O:17])[CH2:11][CH2:10]2)[C:33]2[CH:34]=[CH:35][CH:36]=[CH:37][N:32]=2)[CH:8]=[CH:7][CH:6]=[CH:5][CH:4]=1. The yield is 0.370. (3) The reactants are [Si]([O:8][CH2:9][CH2:10][CH2:11][N:12]1[C:20](=[O:21])[C:19]2[N:18]([CH2:22][CH2:23][CH:24]([CH3:26])[CH3:25])[C:17]([O:27][C:28]3[CH:33]=[CH:32][CH:31]=[C:30]([Cl:34])[CH:29]=3)=[N:16][C:15]=2[N:14]([CH3:35])[C:13]1=[O:36])(C(C)(C)C)(C)C.Cl. The catalyst is C(O)C.O. The product is [Cl:34][C:30]1[CH:29]=[C:28]([CH:33]=[CH:32][CH:31]=1)[O:27][C:17]1[N:18]([CH2:22][CH2:23][CH:24]([CH3:25])[CH3:26])[C:19]2[C:20](=[O:21])[N:12]([CH2:11][CH2:10][CH2:9][OH:8])[C:13](=[O:36])[N:14]([CH3:35])[C:15]=2[N:16]=1. The yield is 0.490. (4) The reactants are [CH:1]1([S:4]([NH:7][C:8](=[O:14])[O:9][C:10]([CH3:13])([CH3:12])[CH3:11])(=[O:6])=[O:5])[CH2:3][CH2:2]1.C([Li])CCC.[CH2:20]=[O:21]. The catalyst is C1COCC1. The product is [OH:21][CH2:20][C:1]1([S:4]([NH:7][C:8](=[O:14])[O:9][C:10]([CH3:11])([CH3:13])[CH3:12])(=[O:6])=[O:5])[CH2:2][CH2:3]1. The yield is 0.790.